This data is from Forward reaction prediction with 1.9M reactions from USPTO patents (1976-2016). The task is: Predict the product of the given reaction. (1) Given the reactants C(OC([N:11]1[CH2:16][CH2:15][CH:14]([CH2:17][N:18]([C:23]2[CH:28]=[CH:27][CH:26]=[C:25]([F:29])[CH:24]=2)[C:19](=[O:22])[CH2:20][CH3:21])[CH2:13][CH2:12]1)=O)C1C=CC=CC=1, predict the reaction product. The product is: [F:29][C:25]1[CH:24]=[C:23]([N:18]([CH2:17][CH:14]2[CH2:13][CH2:12][NH:11][CH2:16][CH2:15]2)[C:19](=[O:22])[CH2:20][CH3:21])[CH:28]=[CH:27][CH:26]=1. (2) Given the reactants [CH2:1]([O:8][C:9]1[CH:16]=[CH:15][C:12]([CH:13]=O)=[CH:11][C:10]=1[O:17][CH3:18])[C:2]1[CH:7]=[CH:6][CH:5]=[CH:4][CH:3]=1.C(O)(=O)[CH2:20][C:21]([OH:23])=[O:22].N1CCCCC1.Cl, predict the reaction product. The product is: [CH2:1]([O:8][C:9]1[CH:16]=[CH:15][C:12](/[CH:13]=[CH:20]/[C:21]([OH:23])=[O:22])=[CH:11][C:10]=1[O:17][CH3:18])[C:2]1[CH:7]=[CH:6][CH:5]=[CH:4][CH:3]=1. (3) The product is: [C:29]([C:28]1[N:33]=[C:11]([C:4]2[CH:3]=[C:2]([Cl:1])[C:7]([CH:8]3[CH2:9][CH2:10]3)=[CH:6][N:5]=2)[O:13][N:27]=1)([CH3:32])([CH3:31])[CH3:30]. Given the reactants [Cl:1][C:2]1[C:7]([CH:8]2[CH2:10][CH2:9]2)=[CH:6][N:5]=[C:4]([C:11]([OH:13])=O)[CH:3]=1.C1N=CN(C(N2C=NC=C2)=O)C=1.O[N:27]=[C:28]([NH2:33])[C:29]([CH3:32])([CH3:31])[CH3:30], predict the reaction product. (4) Given the reactants [CH3:1][C:2]1[CH:6]=[C:5]([C:7]([OH:9])=O)[NH:4][N:3]=1.C1C=CC2N(O)N=NC=2C=1.N=C=N.[CH3:23][O:24][C:25]1[CH:26]=[C:27]([C:34]2[CH:38]=[CH:37][N:36]([CH2:39][CH2:40][NH2:41])[N:35]=2)[CH:28]=[CH:29][C:30]=1[N+:31]([O-:33])=[O:32], predict the reaction product. The product is: [CH3:23][O:24][C:25]1[CH:26]=[C:27]([C:34]2[CH:38]=[CH:37][N:36]([CH2:39][CH2:40][NH:41][C:7]([C:5]3[CH:6]=[C:2]([CH3:1])[NH:3][N:4]=3)=[O:9])[N:35]=2)[CH:28]=[CH:29][C:30]=1[N+:31]([O-:33])=[O:32].